Dataset: Full USPTO retrosynthesis dataset with 1.9M reactions from patents (1976-2016). Task: Predict the reactants needed to synthesize the given product. (1) Given the product [CH3:30][N:31]([CH3:32])[CH2:33][C:34]([NH:36][NH:37][C:20](=[O:22])[C@:19]([CH:13]1[CH2:14][CH2:15][CH2:16][CH2:17][CH2:18]1)([OH:29])[C:23]1[CH:28]=[CH:27][CH:26]=[CH:25][CH:24]=1)=[O:35], predict the reactants needed to synthesize it. The reactants are: C(N1C=CN=C1)(N1C=CN=C1)=O.[CH:13]1([C@@:19]([OH:29])([C:23]2[CH:28]=[CH:27][CH:26]=[CH:25][CH:24]=2)[C:20]([OH:22])=O)[CH2:18][CH2:17][CH2:16][CH2:15][CH2:14]1.[CH3:30][N:31]([CH2:33][C:34]([NH:36][NH2:37])=[O:35])[CH3:32]. (2) Given the product [F:7][CH2:8][O:9][C:10]1[N:11]=[CH:12][C:13]([C:16]([OH:18])=[O:17])=[N:14][CH:15]=1, predict the reactants needed to synthesize it. The reactants are: C[Si](C)(C)[O-].[K+].[F:7][CH2:8][O:9][C:10]1[N:11]=[CH:12][C:13]([C:16]([O:18]C)=[O:17])=[N:14][CH:15]=1.O.C(OCC)(=O)C. (3) Given the product [C:1]1([CH2:7][S:8]([NH:11][C@H:12]([B:20]([OH:22])[OH:21])[CH2:13][C:14]2[CH:15]=[CH:16][CH:17]=[CH:18][CH:19]=2)(=[O:10])=[O:9])[CH:2]=[CH:3][CH:4]=[CH:5][CH:6]=1, predict the reactants needed to synthesize it. The reactants are: [C:1]1([CH2:7][S:8]([NH:11][C@H:12]([B:20]([O:22]C23CC(C2(C)C)CCC3(O)C)[OH:21])[CH2:13][C:14]2[CH:19]=[CH:18][CH:17]=[CH:16][CH:15]=2)(=[O:10])=[O:9])[CH:6]=[CH:5][CH:4]=[CH:3][CH:2]=1.Cl.C1(B(O)O)C=CC=CC=1.C1(B(O)O)C=CC=CC=1.C12(O)CC(C1(C)C)CCC2(O)C. (4) Given the product [C:1]([O:5][C:6]([N:8]1[CH2:13][CH2:12][CH:11]([C:14]#[C:15][Sn:27]([CH2:28][CH2:29][CH2:30][CH3:31])([CH2:32][CH2:33][CH2:34][CH3:35])[CH2:23][CH2:24][CH2:25][CH3:26])[CH2:10][CH2:9]1)=[O:7])([CH3:4])([CH3:3])[CH3:2], predict the reactants needed to synthesize it. The reactants are: [C:1]([O:5][C:6]([N:8]1[CH2:13][CH2:12][CH:11]([CH:14]=[C:15](Br)Br)[CH2:10][CH2:9]1)=[O:7])([CH3:4])([CH3:3])[CH3:2].[Li]CCCC.[CH2:23]([Sn:27](Cl)([CH2:32][CH2:33][CH2:34][CH3:35])[CH2:28][CH2:29][CH2:30][CH3:31])[CH2:24][CH2:25][CH3:26].CCOC(C)=O.